Dataset: Forward reaction prediction with 1.9M reactions from USPTO patents (1976-2016). Task: Predict the product of the given reaction. (1) Given the reactants [C:1]([CH2:5][C:6]([O:8][CH2:9][CH3:10])=[O:7])(=[O:4])[CH2:2][CH3:3].S(Cl)([Cl:14])(=O)=O, predict the reaction product. The product is: [Cl:14][CH:5]([C:1](=[O:4])[CH2:2][CH3:3])[C:6]([O:8][CH2:9][CH3:10])=[O:7]. (2) Given the reactants [CH3:1][CH:2]([CH3:18])[CH:3]=[C:4]([C:9]1[CH:14]=[CH:13][CH:12]=[CH:11][C:10]=1[N+:15]([O-])=O)[C:5]([F:8])([F:7])[F:6], predict the reaction product. The product is: [CH3:1][CH:2]([CH3:18])[CH2:3][CH:4]([C:9]1[CH:14]=[CH:13][CH:12]=[CH:11][C:10]=1[NH2:15])[C:5]([F:6])([F:7])[F:8]. (3) Given the reactants [N+]([C:4]1[CH:33]=[CH:32][CH:31]=[CH:30][C:5]=1[C:6]([NH:8][CH:9]([C:11]1[N:16]=[N:15][C:14]([NH:17][C:18]2[CH:23]=[C:22]([O:24][CH3:25])[C:21]([O:26][CH3:27])=[C:20]([O:28][CH3:29])[CH:19]=2)=[N:13][CH:12]=1)[CH3:10])=[O:7])([O-])=O.NC(C1N=NC(NC2C=C(OC)C(OC)=C(OC)C=2)=NC=1)C.C(N(CC)CC)C.[Br:63]C1C=CC=CC=1C(Cl)=O, predict the reaction product. The product is: [Br:63][C:4]1[CH:33]=[CH:32][CH:31]=[CH:30][C:5]=1[C:6]([NH:8][CH:9]([C:11]1[N:16]=[N:15][C:14]([NH:17][C:18]2[CH:23]=[C:22]([O:24][CH3:25])[C:21]([O:26][CH3:27])=[C:20]([O:28][CH3:29])[CH:19]=2)=[N:13][CH:12]=1)[CH3:10])=[O:7]. (4) Given the reactants O.[OH-].[Li+].[CH3:4][C:5]1[O:9][C:8]([C:10]2[S:11][CH:12]=[CH:13][CH:14]=2)=[N:7][C:6]=1[CH2:15][O:16][C:17]1[CH:41]=[CH:40][C:20]([CH2:21][O:22]/[N:23]=[C:24](/[C:34]2[CH:39]=[CH:38][CH:37]=[CH:36][CH:35]=2)\[CH2:25][CH2:26][CH2:27][CH2:28][C:29]([O:31]CC)=[O:30])=[CH:19][CH:18]=1.O.Cl, predict the reaction product. The product is: [CH3:4][C:5]1[O:9][C:8]([C:10]2[S:11][CH:12]=[CH:13][CH:14]=2)=[N:7][C:6]=1[CH2:15][O:16][C:17]1[CH:18]=[CH:19][C:20]([CH2:21][O:22]/[N:23]=[C:24](/[C:34]2[CH:39]=[CH:38][CH:37]=[CH:36][CH:35]=2)\[CH2:25][CH2:26][CH2:27][CH2:28][C:29]([OH:31])=[O:30])=[CH:40][CH:41]=1. (5) Given the reactants C([O:4][C:5]1[CH:6]=[C:7]([C:40]2[CH:45]=[CH:44][CH:43]=[C:42]([OH:46])[CH:41]=2)[CH:8]=[CH:9][C:10]=1[C@@H:11]1[C@@H:14]([CH2:15][CH2:16][C@H:17]([O:25][Si:26]([C:29]([CH3:32])([CH3:31])[CH3:30])([CH3:28])[CH3:27])[C:18]2[CH:23]=[CH:22][C:21]([F:24])=[CH:20][CH:19]=2)[C:13](=[O:33])[N:12]1[C:34]1[CH:39]=[CH:38][CH:37]=[CH:36][CH:35]=1)(=O)C.O.C(N(CC)CC)C.C1(C)C=CC=CC=1, predict the reaction product. The product is: [Si:26]([O:25][C@H:17]([C:18]1[CH:19]=[CH:20][C:21]([F:24])=[CH:22][CH:23]=1)[CH2:16][CH2:15][C@@H:14]1[C@@H:11]([C:10]2[CH:9]=[CH:8][C:7]([C:40]3[CH:45]=[CH:44][CH:43]=[C:42]([OH:46])[CH:41]=3)=[CH:6][C:5]=2[OH:4])[N:12]([C:34]2[CH:35]=[CH:36][CH:37]=[CH:38][CH:39]=2)[C:13]1=[O:33])([C:29]([CH3:32])([CH3:31])[CH3:30])([CH3:28])[CH3:27].